This data is from Catalyst prediction with 721,799 reactions and 888 catalyst types from USPTO. The task is: Predict which catalyst facilitates the given reaction. Reactant: [NH2:1][CH2:2][CH2:3][S:4][CH2:5][CH2:6][S:7]([NH:10][CH2:11][C:12]1([C:30]2[CH:35]=[CH:34][CH:33]=[CH:32][CH:31]=2)[S:16][C:15]([NH:17][C:18](=[O:23])[C:19]([CH3:22])([CH3:21])[CH3:20])=[N:14][N:13]1[C:24](=[O:29])[C:25]([CH3:28])([CH3:27])[CH3:26])(=[O:9])=[O:8].C(OCC)(=O)C.[ClH:42]. Product: [ClH:42].[NH2:1][CH2:2][CH2:3][S:4][CH2:5][CH2:6][S:7]([NH:10][CH2:11][C:12]1([C:30]2[CH:31]=[CH:32][CH:33]=[CH:34][CH:35]=2)[S:16][C:15]([NH:17][C:18](=[O:23])[C:19]([CH3:22])([CH3:21])[CH3:20])=[N:14][N:13]1[C:24](=[O:29])[C:25]([CH3:27])([CH3:28])[CH3:26])(=[O:8])=[O:9]. The catalyst class is: 13.